The task is: Predict which catalyst facilitates the given reaction.. This data is from Catalyst prediction with 721,799 reactions and 888 catalyst types from USPTO. (1) Reactant: [NH2:1][C:2]1[CH:7]=[CH:6][C:5]([Cl:8])=[CH:4][C:3]=1[OH:9].C(OCC)(=O)C.C(=O)([O-])O.[Na+].[Cl:21][CH:22]([C:26]1[CH:31]=[CH:30][CH:29]=[CH:28][CH:27]=1)[C:23](Cl)=[O:24]. Product: [Cl:21][CH:22]([C:26]1[CH:31]=[CH:30][CH:29]=[CH:28][CH:27]=1)[C:23]([NH:1][C:2]1[CH:7]=[CH:6][C:5]([Cl:8])=[CH:4][C:3]=1[OH:9])=[O:24]. The catalyst class is: 6. (2) Reactant: [OH:1][C:2]1[C:3]([C:11]([OH:13])=[O:12])=[N:4][C:5](Br)=[CH:6][C:7]=1[O:8][CH3:9].OS(O)(=O)=O. Product: [OH:1][C:2]1[C:3]([C:11]([OH:13])=[O:12])=[N:4][CH:5]=[CH:6][C:7]=1[O:8][CH3:9]. The catalyst class is: 74.